From a dataset of Forward reaction prediction with 1.9M reactions from USPTO patents (1976-2016). Predict the product of the given reaction. (1) Given the reactants Br[C:2]1[C:15]2[C:6](=[C:7]3[C:12](=[CH:13][CH:14]=2)[C:11]([C:16]2[CH:21]=[CH:20][CH:19]=[CH:18][CH:17]=2)=[CH:10][CH:9]=[N:8]3)[N:5]=[CH:4][CH:3]=1.[Li]CCCC.[B:27](OC)([O:30]C)[O:28]C.Cl, predict the reaction product. The product is: [C:16]1([C:11]2[C:12]3[C:7]([N:8]=[CH:9][CH:10]=2)=[C:6]2[C:15]([C:2]([B:27]([OH:30])[OH:28])=[CH:3][CH:4]=[N:5]2)=[CH:14][CH:13]=3)[CH:21]=[CH:20][CH:19]=[CH:18][CH:17]=1. (2) Given the reactants C1(=O)OCCO1.[F-:7].[K+].Cl[C:10]([O:12][C:13]1[CH:18]=[CH:17][CH:16]=[CH:15][CH:14]=1)=[O:11].ClC([O-])=O, predict the reaction product. The product is: [F:7][C:10]([O:12][C:13]1[CH:18]=[CH:17][CH:16]=[CH:15][CH:14]=1)=[O:11]. (3) Given the reactants C[O:2][C:3]([CH:5]1[CH2:9][S:8][C:7]([C:10]2[CH:15]=[CH:14][C:13]([F:16])=[CH:12][CH:11]=2)=[N:6]1)=[O:4].[OH-].[K+], predict the reaction product. The product is: [F:16][C:13]1[CH:12]=[CH:11][C:10]([C:7]2[S:8][CH2:9][CH:5]([C:3]([OH:4])=[O:2])[N:6]=2)=[CH:15][CH:14]=1.